From a dataset of Forward reaction prediction with 1.9M reactions from USPTO patents (1976-2016). Predict the product of the given reaction. (1) Given the reactants [F:1][C:2]1[S:6][C:5]([C:7]23[CH2:15][N:14]([C:16]4[N:21]=[CH:20][CH:19]=[CH:18][N:17]=4)[CH2:13][CH:12]2[CH2:11][S:10][C:9]([NH:22]C(=O)C2C=CC=CC=2)=[N:8]3)=[CH:4][CH:3]=1.N1C=CC=CC=1.Cl.CON, predict the reaction product. The product is: [F:1][C:2]1[S:6][C:5]([C:7]23[CH2:15][N:14]([C:16]4[N:17]=[CH:18][CH:19]=[CH:20][N:21]=4)[CH2:13][CH:12]2[CH2:11][S:10][C:9]([NH2:22])=[N:8]3)=[CH:4][CH:3]=1. (2) Given the reactants OO[S:3]([O-:5])=O.[K+].S1[C:13]2[CH:14]=[CH:15][CH:16]=[CH:17][C:12]=2[CH2:11][N:10]([C:18]2[N:27]=[C:26]([NH:28][CH2:29][CH2:30][NH:31][C:32](=[O:38])[O:33][C:34]([CH3:37])([CH3:36])[CH3:35])[C:25]3[C:20](=[CH:21][CH:22]=[C:23]([CH3:39])[CH:24]=3)[N:19]=2)[CH2:9][CH2:8]1, predict the reaction product. The product is: [O:5]=[S:3]1[C:17]2[CH:16]=[CH:15][CH:14]=[CH:13][C:12]=2[CH2:11][N:10]([C:18]2[N:27]=[C:26]([NH:28][CH2:29][CH2:30][NH:31][C:32](=[O:38])[O:33][C:34]([CH3:36])([CH3:35])[CH3:37])[C:25]3[C:20](=[CH:21][CH:22]=[C:23]([CH3:39])[CH:24]=3)[N:19]=2)[CH2:9][CH2:8]1. (3) Given the reactants [C:1]([C:5]1[N:10]=[CH:9][C:8]([C:11]2[N:12]([C:32]([N:34]3[CH2:39][CH2:38][CH:37]([CH2:40][C:41](O)=[O:42])[CH2:36][CH2:35]3)=[O:33])[C@@:13]([C:25]3[CH:30]=[CH:29][C:28]([Cl:31])=[CH:27][CH:26]=3)([CH3:24])[C@@:14]([C:17]3[CH:22]=[CH:21][C:20]([Cl:23])=[CH:19][CH:18]=3)([CH3:16])[N:15]=2)=[C:7]([O:44][CH2:45][CH3:46])[CH:6]=1)([CH3:4])([CH3:3])[CH3:2].[CH2:47]1[C:55]2[C:50](=[CH:51][CH:52]=[CH:53][CH:54]=2)[CH2:49][NH:48]1, predict the reaction product. The product is: [C:1]([C:5]1[N:10]=[CH:9][C:8]([C:11]2[N:12]([C:32]([N:34]3[CH2:39][CH2:38][CH:37]([CH2:40][C:41]([N:48]4[CH2:49][C:50]5[C:55](=[CH:54][CH:53]=[CH:52][CH:51]=5)[CH2:47]4)=[O:42])[CH2:36][CH2:35]3)=[O:33])[C@@:13]([C:25]3[CH:30]=[CH:29][C:28]([Cl:31])=[CH:27][CH:26]=3)([CH3:24])[C@@:14]([C:17]3[CH:18]=[CH:19][C:20]([Cl:23])=[CH:21][CH:22]=3)([CH3:16])[N:15]=2)=[C:7]([O:44][CH2:45][CH3:46])[CH:6]=1)([CH3:2])([CH3:3])[CH3:4]. (4) Given the reactants [C:1]([N:4]1[C:13]2[C:8](=[CH:9][C:10]([N:14]3[CH2:19][CH2:18][N:17](C(OC(C)(C)C)=O)[CH2:16][CH2:15]3)=[CH:11][CH:12]=2)[C@H:7]([NH:27][C:28]2[CH:33]=[CH:32][C:31]([C:34](=[O:37])[NH:35][CH3:36])=[CH:30][CH:29]=2)[C@@H:6]([CH3:38])[C@@H:5]1[CH3:39])(=[O:3])[CH3:2].C(O)(C(F)(F)F)=O, predict the reaction product. The product is: [C:1]([N:4]1[C:13]2[C:8](=[CH:9][C:10]([N:14]3[CH2:15][CH2:16][NH:17][CH2:18][CH2:19]3)=[CH:11][CH:12]=2)[C@H:7]([NH:27][C:28]2[CH:33]=[CH:32][C:31]([C:34]([NH:35][CH3:36])=[O:37])=[CH:30][CH:29]=2)[C@@H:6]([CH3:38])[C@@H:5]1[CH3:39])(=[O:3])[CH3:2]. (5) Given the reactants [NH2:1][CH:2]1[CH2:7][CH2:6][N:5]([CH2:8][CH2:9][N:10]2[C:19]3[C:14](=[CH:15][CH:16]=[C:17]([F:20])[CH:18]=3)[N:13]=[CH:12][C:11]2=[O:21])[CH2:4][CH2:3]1.[C:22]1([C:28]#[C:29][CH:30]=O)[CH:27]=[CH:26][CH:25]=[CH:24][CH:23]=1.C(O[BH-](O[C:42](=O)[CH3:43])OC(=O)C)(=O)C.[Na+].C(=O)([O-])O.[Na+], predict the reaction product. The product is: [F:20][C:17]1[CH:18]=[C:19]2[C:14]([N:13]=[CH:12][C:11](=[O:21])[N:10]2[CH2:9][CH2:8][N:5]2[CH2:4][CH2:3][CH:2]([NH:1][CH2:30][C:29]#[C:28][C:22]3[CH:27]=[CH:26][CH:25]=[CH:24][CH:23]=3)[CH2:7][CH2:6]2)=[CH:15][CH:16]=1.[C:22]1([C:28]#[C:29][CH2:30][N:1]([CH2:19][C:14]#[C:15][C:42]2[CH:43]=[CH:4][CH:3]=[CH:2][CH:7]=2)[CH:2]2[CH2:3][CH2:4][N:5]([CH2:8][CH2:9][N:10]3[C:19]4[C:14](=[CH:15][CH:16]=[C:17]([F:20])[CH:18]=4)[N:13]=[CH:12][C:11]3=[O:21])[CH2:6][CH2:7]2)[CH:27]=[CH:26][CH:25]=[CH:24][CH:23]=1.